This data is from Catalyst prediction with 721,799 reactions and 888 catalyst types from USPTO. The task is: Predict which catalyst facilitates the given reaction. (1) Reactant: [C:1]([O:5][C:6]([NH:8][CH2:9][CH2:10][N:11]1[C:15]([C:16](OC)=[O:17])=[CH:14][C:13]([C:20]2[CH:25]=[CH:24][CH:23]=[CH:22][CH:21]=2)=[N:12]1)=[O:7])([CH3:4])([CH3:3])[CH3:2].[BH4-].[Na+]. Product: [OH:17][CH2:16][C:15]1[N:11]([CH2:10][CH2:9][NH:8][C:6](=[O:7])[O:5][C:1]([CH3:4])([CH3:2])[CH3:3])[N:12]=[C:13]([C:20]2[CH:25]=[CH:24][CH:23]=[CH:22][CH:21]=2)[CH:14]=1. The catalyst class is: 5. (2) Reactant: Cl.[C:2]1([C:8](=[NH:10])[NH2:9])[CH:7]=[CH:6][CH:5]=[CH:4][CH:3]=1.O.[NH2:12]N.[C:14]([NH:17][CH:18]([CH3:26])[C:19](=O)[C:20](OCC)=[O:21])(=[O:16])[CH3:15]. Product: [O:21]=[C:20]1[C:19]([CH:18]([NH:17][C:14](=[O:16])[CH3:15])[CH3:26])=[N:12][N:9]=[C:8]([C:2]2[CH:7]=[CH:6][CH:5]=[CH:4][CH:3]=2)[NH:10]1. The catalyst class is: 8. (3) Reactant: Cl[C:2]1[NH:3][C:4]([C:12]2[CH:17]=[CH:16][CH:15]=[CH:14][CH:13]=2)=[CH:5][C:6]=1[C:7]([O:9][CH2:10][CH3:11])=[O:8]. Product: [C:12]1([C:4]2[NH:3][CH:2]=[C:6]([C:7]([O:9][CH2:10][CH3:11])=[O:8])[CH:5]=2)[CH:13]=[CH:14][CH:15]=[CH:16][CH:17]=1. The catalyst class is: 178. (4) Reactant: [Br:1][C:2]1[C:3]([OH:8])=[N:4][CH:5]=[CH:6][CH:7]=1.C(=O)([O-])[O-].[K+].[K+].[CH2:15]([O:17][CH2:18]Cl)[CH3:16]. The catalyst class is: 21. Product: [Br:1][C:2]1[C:3]([O:8][CH2:18][O:17][CH2:15][CH3:16])=[N:4][CH:5]=[CH:6][CH:7]=1.